This data is from Catalyst prediction with 721,799 reactions and 888 catalyst types from USPTO. The task is: Predict which catalyst facilitates the given reaction. (1) Reactant: [BH4-].[Na+].Cl.[Br:4][C:5]1[CH:10]=[CH:9][C:8]([C:11]2[C:20]3[C:15](=[CH:16][C:17]([O:21][CH3:22])=[CH:18][CH:19]=3)[CH2:14][CH2:13][N:12]=2)=[CH:7][CH:6]=1. Product: [Br:4][C:5]1[CH:6]=[CH:7][C:8]([CH:11]2[C:20]3[C:15](=[CH:16][C:17]([O:21][CH3:22])=[CH:18][CH:19]=3)[CH2:14][CH2:13][NH:12]2)=[CH:9][CH:10]=1. The catalyst class is: 5. (2) Reactant: C([O-])(=O)C.[Na+].[CH3:6][O:7][C:8]1[CH:17]=[CH:16][C:11]([O:12][CH2:13][C:14]#[N:15])=[CH:10][CH:9]=1.Cl.[NH2:19][OH:20]. Product: [OH:20][NH:19][C:14](=[NH:15])[CH2:13][O:12][C:11]1[CH:16]=[CH:17][C:8]([O:7][CH3:6])=[CH:9][CH:10]=1. The catalyst class is: 5. (3) Reactant: [Cl:1][C:2]1[CH:3]=[CH:4][C:5]2[O:18][CH:17]([C:19]([O:21]CC)=[O:20])[N:8]3[C:9]4[CH:10]=[CH:11][CH:12]=[C:13]([F:16])[C:14]=4[CH:15]=[C:7]3[C:6]=2[N:24]=1.[Li+].[OH-].Cl. Product: [Cl:1][C:2]1[CH:3]=[CH:4][C:5]2[O:18][CH:17]([C:19]([OH:21])=[O:20])[N:8]3[C:9]4[CH:10]=[CH:11][CH:12]=[C:13]([F:16])[C:14]=4[CH:15]=[C:7]3[C:6]=2[N:24]=1. The catalyst class is: 38. (4) Reactant: COS([O-])(=O)=O.[CH2:7]([O:9][C:10]([C:12]1[C:21]2[C:16](=[CH:17][CH:18]=[CH:19][CH:20]=2)[CH2:15][CH2:14][N+:13]=1[CH3:22])=[O:11])[CH3:8].[OH2:23].Cl.[NH2:25]O.[OH-].[Na+]. Product: [OH:23][N:25]=[C:12]([C:21]1[CH:20]=[CH:19][CH:18]=[CH:17][C:16]=1[CH2:15][CH2:14][NH:13][CH3:22])[C:10]([O:9][CH2:7][CH3:8])=[O:11]. The catalyst class is: 13. (5) Reactant: [NH:1]1[CH:5]=[C:4]([C:6]([O:8][CH2:9][CH3:10])=[O:7])[CH:3]=[N:2]1.Br[C:12]1[CH:17]=[C:16]([C:18]([OH:20])=[O:19])[CH:15]=[CH:14][C:13]=1[CH3:21].C(=O)([O-])[O-].[K+].[K+].O. Product: [CH2:9]([O:8][C:6]([C:4]1[CH:5]=[N:1][N:2]([CH2:21][C:13]2[CH:12]=[CH:17][C:16]([C:18]([OH:20])=[O:19])=[CH:15][CH:14]=2)[CH:3]=1)=[O:7])[CH3:10]. The catalyst class is: 21. (6) Reactant: [F:1][C:2]1[CH:3]=[CH:4][C:5]2[N:11]([CH:12]([CH3:14])[CH3:13])[C:10](=[O:15])[CH2:9][CH2:8][CH2:7][C:6]=2[CH:16]=1.[I:17][Si](C)(C)C.II. Product: [F:1][C:2]1[CH:3]=[CH:4][C:5]2[N:11]([CH:12]([CH3:14])[CH3:13])[C:10](=[O:15])[CH:9]([I:17])[CH2:8][CH2:7][C:6]=2[CH:16]=1. The catalyst class is: 4. (7) Reactant: [OH-].[Li+].[CH3:3][C:4]1[CH:5]=[C:6]([CH:11]=[CH:12][C:13]=1[N:14]1[CH2:19][CH2:18][O:17][CH2:16][CH2:15]1)[C:7]([O:9]C)=[O:8]. Product: [CH3:3][C:4]1[CH:5]=[C:6]([CH:11]=[CH:12][C:13]=1[N:14]1[CH2:15][CH2:16][O:17][CH2:18][CH2:19]1)[C:7]([OH:9])=[O:8]. The catalyst class is: 20. (8) Reactant: Cl[C:2]1[S:3][C:4]2[CH:10]=[C:9]([Cl:11])[CH:8]=[CH:7][C:5]=2[N:6]=1.[CH3:12][NH2:13]. Product: [Cl:11][C:9]1[CH:8]=[CH:7][C:5]2[N:6]=[C:2]([NH:13][CH3:12])[S:3][C:4]=2[CH:10]=1. The catalyst class is: 20. (9) The catalyst class is: 6. Reactant: [CH3:1][CH:2]1[CH2:8][C:7]2[CH:9]=[C:10]3[O:15][CH2:14][O:13][C:11]3=[CH:12][C:6]=2[C:5]([C:16]2[CH:21]=[CH:20][C:19]([N+:22]([O-:24])=[O:23])=[CH:18][CH:17]=2)=[N:4][N:3]1[C:25]#[N:26].CN(C)C=O.[N-:32]=[N+:33]=[N-:34].[Na+].[Cl-].[NH4+]. Product: [CH3:1][CH:2]1[CH2:8][C:7]2[CH:9]=[C:10]3[O:15][CH2:14][O:13][C:11]3=[CH:12][C:6]=2[C:5]([C:16]2[CH:17]=[CH:18][C:19]([N+:22]([O-:24])=[O:23])=[CH:20][CH:21]=2)=[N:4][N:3]1[C:25]1[NH:34][N:33]=[N:32][N:26]=1. (10) Reactant: [F:1][C:2]1[CH:3]=[C:4]([N:9]2[CH2:13][C@@H:12]([CH2:14][N:15]3C(=O)C4C(=CC=CC=4)C3=O)[O:11][C:10]2=[O:26])[CH:5]=[CH:6][C:7]=1[I:8].O.NN. Product: [NH2:15][CH2:14][C@@H:12]1[O:11][C:10](=[O:26])[N:9]([C:4]2[CH:5]=[CH:6][C:7]([I:8])=[C:2]([F:1])[CH:3]=2)[CH2:13]1. The catalyst class is: 8.